This data is from Catalyst prediction with 721,799 reactions and 888 catalyst types from USPTO. The task is: Predict which catalyst facilitates the given reaction. (1) The catalyst class is: 17. Product: [CH3:7][C:8]1[CH:9]=[CH:10][C:11]([C:14]2[O:15][C:16]([CH3:37])=[C:17]([CH2:19][CH2:20][O:21][C:22]3[CH:31]=[CH:30][CH:29]=[C:28]4[C:23]=3[CH2:24][CH2:25][CH:26]=[C:27]4[CH2:32][CH2:33][C:34]#[N:36])[N:18]=2)=[CH:12][CH:13]=1. Reactant: O1CCOCC1.[CH3:7][C:8]1[CH:13]=[CH:12][C:11]([C:14]2[O:15][C:16]([CH3:37])=[C:17]([CH2:19][CH2:20][O:21][C:22]3[CH:31]=[CH:30][CH:29]=[C:28]4[C:23]=3[CH2:24][CH2:25][CH:26]=[C:27]4[CH2:32][CH2:33][C:34]([NH2:36])=O)[N:18]=2)=[CH:10][CH:9]=1.FC(F)(F)C(O)=O. (2) Reactant: [O:1]=[C:2]1[NH:11][C:6]2[N:7]=[CH:8][N:9]=[CH:10][C:5]=2[CH:4]=[C:3]1[C:12]([OH:14])=O.[NH2:15][C:16]1[CH:17]=[C:18]([CH:23]=[CH:24][C:25]=1[Cl:26])[C:19]([O:21][CH3:22])=[O:20].C(N(CC)CC)C.CN(C(ON1N=NC2C=CC=NC1=2)=[N+](C)C)C.F[P-](F)(F)(F)(F)F. Product: [Cl:26][C:25]1[CH:24]=[CH:23][C:18]([C:19]([O:21][CH3:22])=[O:20])=[CH:17][C:16]=1[NH:15][C:12]([C:3]1[C:2](=[O:1])[NH:11][C:6]2[N:7]=[CH:8][N:9]=[CH:10][C:5]=2[CH:4]=1)=[O:14]. The catalyst class is: 3.